From a dataset of NCI-60 drug combinations with 297,098 pairs across 59 cell lines. Regression. Given two drug SMILES strings and cell line genomic features, predict the synergy score measuring deviation from expected non-interaction effect. (1) Drug 1: CCC(=C(C1=CC=CC=C1)C2=CC=C(C=C2)OCCN(C)C)C3=CC=CC=C3.C(C(=O)O)C(CC(=O)O)(C(=O)O)O. Drug 2: CCC1(CC2CC(C3=C(CCN(C2)C1)C4=CC=CC=C4N3)(C5=C(C=C6C(=C5)C78CCN9C7C(C=CC9)(C(C(C8N6C)(C(=O)OC)O)OC(=O)C)CC)OC)C(=O)OC)O.OS(=O)(=O)O. Cell line: NCI-H322M. Synergy scores: CSS=10.9, Synergy_ZIP=3.71, Synergy_Bliss=7.52, Synergy_Loewe=8.72, Synergy_HSA=7.99. (2) Drug 1: CC1=C2C(C(=O)C3(C(CC4C(C3C(C(C2(C)C)(CC1OC(=O)C(C(C5=CC=CC=C5)NC(=O)OC(C)(C)C)O)O)OC(=O)C6=CC=CC=C6)(CO4)OC(=O)C)OC)C)OC. Drug 2: CC1=CC=C(C=C1)C2=CC(=NN2C3=CC=C(C=C3)S(=O)(=O)N)C(F)(F)F. Cell line: CAKI-1. Synergy scores: CSS=50.2, Synergy_ZIP=6.82, Synergy_Bliss=7.18, Synergy_Loewe=-18.2, Synergy_HSA=8.51. (3) Drug 1: C1=CC(=CC=C1CC(C(=O)O)N)N(CCCl)CCCl.Cl. Drug 2: CC1=C(C(CCC1)(C)C)C=CC(=CC=CC(=CC(=O)O)C)C. Cell line: M14. Synergy scores: CSS=1.25, Synergy_ZIP=0.312, Synergy_Bliss=2.56, Synergy_Loewe=-0.848, Synergy_HSA=-1.02. (4) Drug 1: CN1CCC(CC1)COC2=C(C=C3C(=C2)N=CN=C3NC4=C(C=C(C=C4)Br)F)OC. Drug 2: C1CC(C1)(C(=O)O)C(=O)O.[NH2-].[NH2-].[Pt+2]. Cell line: HT29. Synergy scores: CSS=22.4, Synergy_ZIP=-5.30, Synergy_Bliss=5.32, Synergy_Loewe=0.409, Synergy_HSA=3.55. (5) Drug 1: CC1=C2C(C(=O)C3(C(CC4C(C3C(C(C2(C)C)(CC1OC(=O)C(C(C5=CC=CC=C5)NC(=O)OC(C)(C)C)O)O)OC(=O)C6=CC=CC=C6)(CO4)OC(=O)C)OC)C)OC. Drug 2: C1=CN(C=N1)CC(O)(P(=O)(O)O)P(=O)(O)O. Cell line: RXF 393. Synergy scores: CSS=47.0, Synergy_ZIP=7.18, Synergy_Bliss=7.52, Synergy_Loewe=1.23, Synergy_HSA=12.0.